Dataset: Reaction yield outcomes from USPTO patents with 853,638 reactions. Task: Predict the reaction yield, written as a fraction of the theoretical maximum amount of product (1.0 means a 100% yield; for example, 0.34 means a 34% yield). (1) The reactants are [CH3:1][O:2][CH2:3][CH2:4][O:5][C:6]1[CH:23]=[CH:22][C:9]([O:10][CH2:11][C:12]2[CH:17]=[C:16]([Cl:18])[CH:15]=[CH:14][C:13]=2B(O)O)=[CH:8][CH:7]=1.[O-]P([O-])([O-])=O.[K+].[K+].[K+].O1CCOCC1.[CH3:38][O:39][C:40](=[O:46])/[C:41](/I)=[CH:42]\[O:43][CH3:44]. The catalyst is [Pd].C1(P(C2C=CC=CC=2)C2C=CC=CC=2)C=CC=CC=1.C1(P(C2C=CC=CC=2)C2C=CC=CC=2)C=CC=CC=1.C1(P(C2C=CC=CC=2)C2C=CC=CC=2)C=CC=CC=1.C1(P(C2C=CC=CC=2)C2C=CC=CC=2)C=CC=CC=1.C(OCC)(=O)C.O. The product is [CH3:38][O:39][C:40](=[O:46])/[C:41](/[C:13]1[CH:14]=[CH:15][C:16]([Cl:18])=[CH:17][C:12]=1[CH2:11][O:10][C:9]1[CH:22]=[CH:23][C:6]([O:5][CH2:4][CH2:3][O:2][CH3:1])=[CH:7][CH:8]=1)=[CH:42]/[O:43][CH3:44]. The yield is 0.710. (2) The reactants are [CH3:1][C:2]1[C:7]2[C:8]([CH2:11][N:12]3[C:16]4[CH:17]=[CH:18][CH:19]=[CH:20][C:15]=4[N:14]=[C:13]3[S:21][CH2:22][CH2:23][CH2:24][C:25]([OH:27])=[O:26])=[CH:9][S:10][C:6]=2[CH:5]=[CH:4][CH:3]=1.[S:28](=[O:32])(=[O:31])([OH:30])[OH:29]. The catalyst is C(O)(=O)C. The product is [S:28]([OH:32])([OH:31])(=[O:30])=[O:29].[CH3:1][C:2]1[C:7]2[C:8]([CH2:11][N:12]3[C:16]4[CH:17]=[CH:18][CH:19]=[CH:20][C:15]=4[N:14]=[C:13]3[S:21][CH2:22][CH2:23][CH2:24][C:25]([OH:27])=[O:26])=[CH:9][S:10][C:6]=2[CH:5]=[CH:4][CH:3]=1. The yield is 0.600. (3) The reactants are [CH2:1]([O:3][C:4](=[O:36])[CH2:5][CH2:6][C:7]1[O:8][C:9]2[CH:35]=[CH:34][CH:33]=[CH:32][C:10]=2[C:11]=1[CH2:12][CH:13]1[CH2:17][CH2:16][CH2:15][N:14]1[C:18](=[O:31])[CH:19]([NH:23]C(OC(C)(C)C)=O)[CH:20]([CH3:22])[CH3:21])[CH3:2].C(O)(C(F)(F)F)=O. The catalyst is C(Cl)Cl. The product is [CH2:1]([O:3][C:4](=[O:36])[CH2:5][CH2:6][C:7]1[O:8][C:9]2[CH:35]=[CH:34][CH:33]=[CH:32][C:10]=2[C:11]=1[CH2:12][CH:13]1[CH2:17][CH2:16][CH2:15][N:14]1[C:18](=[O:31])[CH:19]([NH2:23])[CH:20]([CH3:22])[CH3:21])[CH3:2]. The yield is 0.970. (4) The yield is 0.823. The product is [CH2:37]([O:36][C:34](=[O:35])[NH:33][C@H:7]([CH2:6][OH:5])[C:8]([N:10]1[CH2:14][CH2:13][CH2:12][C@H:11]1[C:15]([N:17]1[CH2:21][CH2:20][CH2:19][C@H:18]1[C:22](=[O:23])[NH:24][C@@H:25]([C@H:30]([OH:32])[CH3:31])[C:26]([O:28][NH2:1])=[O:27])=[O:16])=[O:9])[C:38]1[CH:43]=[CH:42][CH:41]=[CH:40][CH:39]=1. No catalyst specified. The reactants are [NH3:1].C([O:5][CH2:6][C@@H:7]([NH:33][C:34]([O:36][CH2:37][C:38]1[CH:43]=[CH:42][CH:41]=[CH:40][CH:39]=1)=[O:35])[C:8]([N:10]1[CH2:14][CH2:13][CH2:12][C@H:11]1[C:15]([N:17]1[CH2:21][CH2:20][CH2:19][C@H:18]1[C:22]([NH:24][C@@H:25]([C@H:30]([OH:32])[CH3:31])[C:26]([O:28]C)=[O:27])=[O:23])=[O:16])=[O:9])(=O)C. (5) The product is [F:1][C:2]1[CH:3]=[C:4]2[C:8](=[C:9]([F:11])[CH:10]=1)[N:7]([Si:15]([CH:20]([CH3:22])[CH3:21])([CH:17]([CH3:19])[CH3:18])[CH:12]([CH3:14])[CH3:13])[CH:6]=[CH:5]2. The catalyst is C1COCC1. The yield is 0.740. The reactants are [F:1][C:2]1[CH:3]=[C:4]2[C:8](=[C:9]([F:11])[CH:10]=1)[NH:7][CH:6]=[CH:5]2.[CH:12]([Si:15]([CH:20]([CH3:22])[CH3:21])([CH:17]([CH3:19])[CH3:18])Cl)([CH3:14])[CH3:13].[NH4+].[Cl-].CCOCC.